This data is from Reaction yield outcomes from USPTO patents with 853,638 reactions. The task is: Predict the reaction yield, written as a fraction of the theoretical maximum amount of product (1.0 means a 100% yield; for example, 0.34 means a 34% yield). The catalyst is O.ClCCl. The product is [F:1][C:2]([F:10])([F:9])[CH:3]([O:8][C:12]([N:43]1[CH2:44][CH2:45][N:40]([CH2:39][C:35]2[CH:36]=[CH:37][CH:38]=[C:33]([Cl:32])[C:34]=2[N:46]2[CH2:51][CH2:50][O:49][CH2:48][CH2:47]2)[CH2:41][CH2:42]1)=[O:14])[C:4]([F:7])([F:6])[F:5]. The reactants are [F:1][C:2]([F:10])([F:9])[CH:3]([OH:8])[C:4]([F:7])([F:6])[F:5].Cl[C:12](Cl)([O:14]C(=O)OC(Cl)(Cl)Cl)Cl.C(N(CC)C(C)C)(C)C.[Cl:32][C:33]1[CH:38]=[CH:37][CH:36]=[C:35]([CH2:39][N:40]2[CH2:45][CH2:44][NH:43][CH2:42][CH2:41]2)[C:34]=1[N:46]1[CH2:51][CH2:50][O:49][CH2:48][CH2:47]1. The yield is 0.270.